From a dataset of hERG Central: cardiac toxicity at 1µM, 10µM, and general inhibition. Predict hERG channel inhibition at various concentrations. (1) The molecule is CC(C)N(CCNCC(O)COc1ccc(C(C)(C)c2ccccc2)cc1)C(C)C.O=C(O)C(=O)O. Results: hERG_inhib (hERG inhibition (general)): blocker. (2) The drug is O=C(c1cc2cc(F)ccc2[nH]1)N(Cc1cccnc1)CC1CCCN(C2CCCCC2)C1. Results: hERG_inhib (hERG inhibition (general)): blocker. (3) The compound is Brc1cc2c(cc1/C=N/Nc1nc(N3CCCC3)nc(N3CCOCC3)n1)OCO2. Results: hERG_inhib (hERG inhibition (general)): blocker. (4) The compound is Cc1ccc(N(Cc2ccccc2)C(=O)c2cccc(S(=O)(=O)N3CCN(C)CC3)c2)cc1. Results: hERG_inhib (hERG inhibition (general)): blocker. (5) The drug is COc1ccc2cc(C(=O)C3CCCN(Cc4ccccn4)C3)ccc2c1. Results: hERG_inhib (hERG inhibition (general)): blocker.